Dataset: Forward reaction prediction with 1.9M reactions from USPTO patents (1976-2016). Task: Predict the product of the given reaction. (1) The product is: [NH:8]1[C:17]2[C:12](=[CH:13][C:14]([O:18][C:19](=[O:28])[NH:20][CH2:21][CH2:22][CH2:23][CH2:24][CH2:25][CH2:26][CH3:27])=[CH:15][CH:16]=2)[CH2:11][CH2:10][CH2:9]1. Given the reactants C([N:8]1[C:17]2[C:12](=[CH:13][C:14]([O:18][C:19](=[O:28])[NH:20][CH2:21][CH2:22][CH2:23][CH2:24][CH2:25][CH2:26][CH3:27])=[CH:15][CH:16]=2)[CH2:11][CH2:10][CH2:9]1)C1C=CC=CC=1.[H][H], predict the reaction product. (2) Given the reactants [Br:1][C:2]1[CH:8]=[CH:7][C:5]([NH2:6])=CC=1.[CH:9](=O)[CH3:10].[CH:12](/[NH:15][C:16](=[O:25])[O:17][CH2:18][C:19]1[CH:24]=[CH:23][CH:22]=[CH:21][CH:20]=1)=[CH:13]\[CH3:14].[CH3:26][CH2:27]OC(C)=O, predict the reaction product. The product is: [Br:1][C:2]1[CH:14]=[C:13]2[C:5](=[CH:7][CH:8]=1)[NH:6][C@@H:26]([CH3:27])[C@H:9]([CH3:10])[C@H:12]2[NH:15][C:16](=[O:25])[O:17][CH2:18][C:19]1[CH:20]=[CH:21][CH:22]=[CH:23][CH:24]=1. (3) Given the reactants [F:1][C:2]1[CH:7]=[CH:6][C:5]([S:8](Cl)(=[O:10])=[O:9])=[CH:4][CH:3]=1.[CH3:12][NH:13][CH3:14].O.C(OCC)(=O)C, predict the reaction product. The product is: [F:1][C:2]1[CH:7]=[CH:6][C:5]([S:8]([N:13]([CH3:14])[CH3:12])(=[O:10])=[O:9])=[CH:4][CH:3]=1. (4) Given the reactants Cl.[CH3:2][O:3][C:4]1[CH:11]=[CH:10][C:7]([CH:8]=O)=[CH:6][CH:5]=1.[CH:12]1([N:18]2[CH2:23][CH2:22][NH:21][CH2:20][CH2:19]2)[CH2:17][CH2:16][CH2:15][CH2:14][CH2:13]1.[C-:24]#[N:25].[K+], predict the reaction product. The product is: [CH:12]1([N:18]2[CH2:23][CH2:22][N:21]([CH:8]([C:7]3[CH:10]=[CH:11][C:4]([O:3][CH3:2])=[CH:5][CH:6]=3)[C:24]#[N:25])[CH2:20][CH2:19]2)[CH2:17][CH2:16][CH2:15][CH2:14][CH2:13]1. (5) Given the reactants [NH:1]1[C:9]2[CH:8]=[CH:7][CH:6]=[C:5]([C:10]([O:12][CH3:13])=[O:11])[C:4]=2[CH2:3][CH2:2]1.[Cl:14][C:15]1[CH:16]=[CH:17][C:18]([OH:23])=[C:19]([CH:22]=1)[CH:20]=O, predict the reaction product. The product is: [Cl:14][C:15]1[CH:16]=[CH:17][C:18]([OH:23])=[C:19]([CH:22]=1)[CH2:20][N:1]1[C:9]2[CH:8]=[CH:7][CH:6]=[C:5]([C:10]([O:12][CH3:13])=[O:11])[C:4]=2[CH:3]=[CH:2]1. (6) Given the reactants [N:1]1[CH:6]=[CH:5][CH:4]=[C:3]([N:7]2[CH:16]=[C:10]3[C:11](=[O:15])[NH:12][CH2:13][CH2:14][C:9]3=[N:8]2)[CH:2]=1.C[Si]([N-][Si](C)(C)C)(C)C.[Li+].Cl[CH2:28][C:29]([O:31][CH2:32][CH3:33])=[O:30], predict the reaction product. The product is: [O:15]=[C:11]1[C:10]2=[CH:16][N:7]([C:3]3[CH:2]=[N:1][CH:6]=[CH:5][CH:4]=3)[N:8]=[C:9]2[CH2:14][CH2:13][N:12]1[CH2:28][C:29]([O:31][CH2:32][CH3:33])=[O:30].